From a dataset of Full USPTO retrosynthesis dataset with 1.9M reactions from patents (1976-2016). Predict the reactants needed to synthesize the given product. Given the product [NH2:1][C:2]1[C:7]2=[C:8]([C:45]3[CH:46]=[CH:47][C:48]4[C:43]([CH:44]=3)=[N:42][N:41]([CH2:34][C:35]3[CH:40]=[CH:39][CH:38]=[CH:37][CH:36]=3)[CH:49]=4)[CH:9]=[C:10]([CH:11]3[O:16][CH2:15][CH:14]4[CH2:17][N:18]([C:21]([O:23][C:24]([CH3:27])([CH3:26])[CH3:25])=[O:22])[CH2:19][CH2:20][N:13]4[CH2:12]3)[N:6]2[N:5]=[CH:4][N:3]=1, predict the reactants needed to synthesize it. The reactants are: [NH2:1][C:2]1[C:7]2=[C:8](Br)[CH:9]=[C:10]([CH:11]3[O:16][CH2:15][CH:14]4[CH2:17][N:18]([C:21]([O:23][C:24]([CH3:27])([CH3:26])[CH3:25])=[O:22])[CH2:19][CH2:20][N:13]4[CH2:12]3)[N:6]2[N:5]=[CH:4][N:3]=1.CN(C=O)C.[CH2:34]([N:41]1[CH:49]=[C:48]2[C:43]([CH:44]=[C:45](B3OC(C)(C)C(C)(C)O3)[CH:46]=[CH:47]2)=[N:42]1)[C:35]1[CH:40]=[CH:39][CH:38]=[CH:37][CH:36]=1.C([O-])([O-])=O.[K+].[K+].